From a dataset of NCI-60 drug combinations with 297,098 pairs across 59 cell lines. Regression. Given two drug SMILES strings and cell line genomic features, predict the synergy score measuring deviation from expected non-interaction effect. (1) Drug 1: C1CCC(C1)C(CC#N)N2C=C(C=N2)C3=C4C=CNC4=NC=N3. Drug 2: CCC1=CC2CC(C3=C(CN(C2)C1)C4=CC=CC=C4N3)(C5=C(C=C6C(=C5)C78CCN9C7C(C=CC9)(C(C(C8N6C)(C(=O)OC)O)OC(=O)C)CC)OC)C(=O)OC.C(C(C(=O)O)O)(C(=O)O)O. Cell line: OVCAR-5. Synergy scores: CSS=51.5, Synergy_ZIP=2.48, Synergy_Bliss=4.69, Synergy_Loewe=-48.7, Synergy_HSA=1.61. (2) Drug 1: CCCS(=O)(=O)NC1=C(C(=C(C=C1)F)C(=O)C2=CNC3=C2C=C(C=N3)C4=CC=C(C=C4)Cl)F. Drug 2: CCC(=C(C1=CC=CC=C1)C2=CC=C(C=C2)OCCN(C)C)C3=CC=CC=C3.C(C(=O)O)C(CC(=O)O)(C(=O)O)O. Cell line: SK-MEL-5. Synergy scores: CSS=38.2, Synergy_ZIP=12.2, Synergy_Bliss=12.1, Synergy_Loewe=-8.91, Synergy_HSA=7.67. (3) Drug 1: C1=CN(C(=O)N=C1N)C2C(C(C(O2)CO)O)O.Cl. Drug 2: CC1=C(C=C(C=C1)C(=O)NC2=CC(=CC(=C2)C(F)(F)F)N3C=C(N=C3)C)NC4=NC=CC(=N4)C5=CN=CC=C5. Cell line: TK-10. Synergy scores: CSS=12.0, Synergy_ZIP=-8.80, Synergy_Bliss=-2.02, Synergy_Loewe=-6.12, Synergy_HSA=-1.16. (4) Drug 1: CC1OCC2C(O1)C(C(C(O2)OC3C4COC(=O)C4C(C5=CC6=C(C=C35)OCO6)C7=CC(=C(C(=C7)OC)O)OC)O)O. Drug 2: CCC1(CC2CC(C3=C(CCN(C2)C1)C4=CC=CC=C4N3)(C5=C(C=C6C(=C5)C78CCN9C7C(C=CC9)(C(C(C8N6C)(C(=O)OC)O)OC(=O)C)CC)OC)C(=O)OC)O.OS(=O)(=O)O. Cell line: HS 578T. Synergy scores: CSS=29.0, Synergy_ZIP=0.569, Synergy_Bliss=-0.123, Synergy_Loewe=-1.21, Synergy_HSA=1.19.